From a dataset of Forward reaction prediction with 1.9M reactions from USPTO patents (1976-2016). Predict the product of the given reaction. (1) Given the reactants [Br:1][C:2]1[CH:9]=[CH:8][C:7]([F:10])=[CH:6][C:3]=1[CH:4]=[O:5].[CH2:11](O)[CH2:12][OH:13], predict the reaction product. The product is: [Br:1][C:2]1[CH:9]=[CH:8][C:7]([F:10])=[CH:6][C:3]=1[CH:4]1[O:13][CH2:12][CH2:11][O:5]1. (2) Given the reactants [CH3:1][C:2]([C@H:6]1[CH2:11][CH2:10][C@H:9]([O:12][C:13]2[C:14]([C:30]([F:33])([F:32])[F:31])=[C:15]3[C:20](=[CH:21][CH:22]=2)[CH:19]=[C:18]([C@:23]2([CH3:29])[CH2:27][O:26]C(=O)[NH:24]2)[CH:17]=[CH:16]3)[CH2:8][CH2:7]1)([CH3:5])[CH2:3][CH3:4].O.C(O)C, predict the reaction product. The product is: [NH2:24][C@@:23]([C:18]1[CH:17]=[CH:16][C:15]2[C:20](=[CH:21][CH:22]=[C:13]([O:12][C@H:9]3[CH2:8][CH2:7][C@H:6]([C:2]([CH3:1])([CH3:5])[CH2:3][CH3:4])[CH2:11][CH2:10]3)[C:14]=2[C:30]([F:32])([F:33])[F:31])[CH:19]=1)([CH3:29])[CH2:27][OH:26].